Dataset: Catalyst prediction with 721,799 reactions and 888 catalyst types from USPTO. Task: Predict which catalyst facilitates the given reaction. (1) Reactant: [Cl:1][C:2]1[CH:3]=[C:4]([C:10]2[C:15]([CH3:16])=[CH:14][CH:13]=[C:12]([NH:17][C:18]([C:20]3([C:23]4[CH:33]=[CH:32][C:26]5[O:27][C:28]([F:31])([F:30])[O:29][C:25]=5[CH:24]=4)[CH2:22][CH2:21]3)=[O:19])[N:11]=2)[C:5]([O:8]C)=[N:6][CH:7]=1.I[Si](C)(C)C. Product: [Cl:1][C:2]1[CH:3]=[C:4]([C:10]2[N:11]=[C:12]([NH:17][C:18]([C:20]3([C:23]4[CH:33]=[CH:32][C:26]5[O:27][C:28]([F:30])([F:31])[O:29][C:25]=5[CH:24]=4)[CH2:22][CH2:21]3)=[O:19])[CH:13]=[CH:14][C:15]=2[CH3:16])[C:5](=[O:8])[NH:6][CH:7]=1. The catalyst class is: 22. (2) Product: [Cl:1][C:2]1[CH:7]=[CH:6][CH:5]=[CH:4][C:3]=1[C:9]1[NH:14][C:13](=[O:15])[C:12]([CH:16]=[O:46])=[CH:11][C:10]=1[C:18]1[CH:19]=[CH:20][C:21]([Cl:24])=[CH:22][CH:23]=1. The catalyst class is: 11. Reactant: [Cl:1][C:2]1[CH:7]=[C:6](Cl)[CH:5]=[CH:4][C:3]=1[C:9]1[NH:14][C:13](=[O:15])[C:12]([C:16]#N)=[CH:11][C:10]=1[C:18]1[CH:23]=[CH:22][C:21]([Cl:24])=[CH:20][CH:19]=1.C[Si](C)(C)N[Si](C)(C)C.[H-].C([Al+]CC(C)C)C(C)C.CC[O:46]C(C)=O. (3) Reactant: [CH3:1][C:2]1[N:3]=[N:4][N:5]([CH3:43])[C:6]=1[C:7]1[CH:19]=[N:18][C:17]2[C:16]3[CH:15]=[CH:14][C:13]([NH:20][C:21](=[O:29])[O:22][CH2:23][CH2:24]C(F)(F)F)=[CH:12][C:11]=3[N:10]([C@@H:30]([CH:37]3[CH2:42][CH2:41][O:40][CH2:39][CH2:38]3)[C:31]3[CH:36]=[CH:35][CH:34]=[CH:33][CH:32]=3)[C:9]=2[CH:8]=1.[CH3:44]C(O)C.C(O)(C(F)(F)F)=O. Product: [CH3:1][C:2]1[N:3]=[N:4][N:5]([CH3:43])[C:6]=1[C:7]1[CH:19]=[N:18][C:17]2[C:16]3[CH:15]=[CH:14][C:13]([NH:20][C:21](=[O:29])[O:22][CH:23]([CH3:44])[CH3:24])=[CH:12][C:11]=3[N:10]([C@@H:30]([CH:37]3[CH2:42][CH2:41][O:40][CH2:39][CH2:38]3)[C:31]3[CH:32]=[CH:33][CH:34]=[CH:35][CH:36]=3)[C:9]=2[CH:8]=1. The catalyst class is: 192. (4) Reactant: [NH2:1][C:2]1[C:7]([C:8]([OH:10])=O)=[CH:6][C:5]([Br:11])=[CH:4][N:3]=1.[NH2:12][C:13]1[CH:18]=[CH:17][CH:16]=[C:15]([F:19])[C:14]=1O.[OH-].[Na+]. Product: [Br:11][C:5]1[CH:6]=[C:7]([C:8]2[O:10][C:14]3[C:15]([F:19])=[CH:16][CH:17]=[CH:18][C:13]=3[N:12]=2)[C:2]([NH2:1])=[N:3][CH:4]=1. The catalyst class is: 6. (5) Reactant: [N+:1]([C:4]1[CH:34]=[CH:33][C:7]([C:8]([O:10][C:11]2[C:20]3[C:15](=[C:16]([O:21][C:22](=[O:32])[C:23]4[CH:28]=[CH:27][C:26]([N+:29]([O-])=O)=[CH:25][CH:24]=4)[CH:17]=[CH:18][CH:19]=3)[CH:14]=[CH:13][CH:12]=2)=[O:9])=[CH:6][CH:5]=1)([O-])=O.[H][H]. Product: [NH2:29][C:26]1[CH:25]=[CH:24][C:23]([C:22]([O:21][C:16]2[C:15]3[C:20](=[C:11]([O:10][C:8](=[O:9])[C:7]4[CH:33]=[CH:34][C:4]([NH2:1])=[CH:5][CH:6]=4)[CH:12]=[CH:13][CH:14]=3)[CH:19]=[CH:18][CH:17]=2)=[O:32])=[CH:28][CH:27]=1. The catalyst class is: 394. (6) Reactant: [NH2:1][CH:2]1[C:7](=[O:8])[N:6]2[CH:9]([CH2:17][C:18]3[CH:23]=[CH:22][C:21]([Cl:24])=[CH:20][CH:19]=3)[C:10](=[O:16])[N:11]([CH:13]([CH3:15])[CH3:14])[CH2:12][CH:5]2[N:4]([S:25]([C:28]2[CH:33]=[CH:32][C:31]([Cl:34])=[CH:30][C:29]=2[Cl:35])(=[O:27])=[O:26])[CH2:3]1.[F:36][C:37]([F:48])([F:47])[C:38](O[C:38](=[O:39])[C:37]([F:48])([F:47])[F:36])=[O:39].CCN(C(C)C)C(C)C.O. Product: [Cl:24][C:21]1[CH:22]=[CH:23][C:18]([CH2:17][CH:9]2[N:6]3[C:7](=[O:8])[CH:2]([NH:1][C:38](=[O:39])[C:37]([F:48])([F:47])[F:36])[CH2:3][N:4]([S:25]([C:28]4[CH:33]=[CH:32][C:31]([Cl:34])=[CH:30][C:29]=4[Cl:35])(=[O:27])=[O:26])[CH:5]3[CH2:12][N:11]([CH:13]([CH3:14])[CH3:15])[C:10]2=[O:16])=[CH:19][CH:20]=1. The catalyst class is: 2. (7) The catalyst class is: 170. Product: [N:7]1([C:1]2[CH:6]=[C:5]([S:12]([Cl:16])(=[O:14])=[O:13])[CH:4]=[CH:3][CH:2]=2)[CH2:11][CH2:10][CH2:9][CH2:8]1. Reactant: [C:1]1([N:7]2[CH2:11][CH2:10][CH2:9][CH2:8]2)[CH:6]=[CH:5][CH:4]=[CH:3][CH:2]=1.[S:12]([Cl:16])(=O)(=[O:14])[OH:13]. (8) Reactant: [NH2:1][C:2]1[N:13]=[CH:12][C:11]([C:14]2[CH:19]=[CH:18][CH:17]=[C:16]([S:20](=[O:26])(=[O:25])[NH:21][CH:22]3[CH2:24][CH2:23]3)[CH:15]=2)=[CH:10][C:3]=1[C:4](N(OC)C)=[O:5].[C:27]([C:31]1[CH:36]=[CH:35][C:34]([Mg]Br)=[CH:33][CH:32]=1)([CH3:30])([CH3:29])[CH3:28]. Product: [NH2:1][C:2]1[N:13]=[CH:12][C:11]([C:14]2[CH:15]=[C:16]([S:20]([NH:21][CH:22]3[CH2:23][CH2:24]3)(=[O:25])=[O:26])[CH:17]=[CH:18][CH:19]=2)=[CH:10][C:3]=1[C:4](=[O:5])[C:34]1[CH:35]=[CH:36][C:31]([C:27]([CH3:30])([CH3:29])[CH3:28])=[CH:32][CH:33]=1. The catalyst class is: 76. (9) Reactant: S(=O)(O)[O-].[Na+].[Br:6][C:7]1[CH:8]=[C:9]([CH:12]=[CH:13][C:14]=1[F:15])[CH:10]=[O:11].[C-:16]#[N:17].[Na+]. Product: [Br:6][C:7]1[CH:8]=[C:9]([CH:10]([C:16]#[N:17])[OH:11])[CH:12]=[CH:13][C:14]=1[F:15]. The catalyst class is: 809. (10) Reactant: [CH3:1][CH2:2]N(C(C)C)C(C)C.[C:10]([C:12]1[CH:13]=[CH:14][C:15]([OH:32])=[C:16]([NH:18][CH:19]2[CH2:24][CH2:23][N:22]([C:25]([O:27][C:28]([CH3:31])([CH3:30])[CH3:29])=[O:26])[CH2:21][CH2:20]2)[CH:17]=1)#[N:11].ClC(Cl)(OC(=O)OC(Cl)(Cl)Cl)Cl. Product: [C:10]([C:12]1[CH:13]=[CH:14][C:15]2[O:32][C:1](=[CH2:2])[N:18]([CH:19]3[CH2:24][CH2:23][N:22]([C:25]([O:27][C:28]([CH3:29])([CH3:31])[CH3:30])=[O:26])[CH2:21][CH2:20]3)[C:16]=2[CH:17]=1)#[N:11]. The catalyst class is: 4.